From a dataset of Full USPTO retrosynthesis dataset with 1.9M reactions from patents (1976-2016). Predict the reactants needed to synthesize the given product. (1) Given the product [NH:7]1[C:6](=[O:28])[C:4]2[NH:5][CH:1]=[N:2][C:3]=2[N:9]=[C:8]1[NH2:10], predict the reactants needed to synthesize it. The reactants are: [CH:1]1[NH:2][C:3]2[N:9]=[C:8]([NH2:10])[N:7]=[C:6](Cl)[C:4]=2[N:5]=1.C(N(CC)CC)C.CC1C=C(C)C(S)=CC=1.[OH2:28]. (2) Given the product [F:17][C:18]1[CH:19]=[CH:20][C:21]([O:29][CH3:30])=[C:22]([C@H:24]2[CH2:28][CH2:27][CH2:26][N:25]2[C:2]2[CH:7]=[CH:6][N:5]3[N:8]=[CH:9][C:10]([C:11]([OH:13])=[O:12])=[C:4]3[N:3]=2)[CH:23]=1, predict the reactants needed to synthesize it. The reactants are: Cl[C:2]1[CH:7]=[CH:6][N:5]2[N:8]=[CH:9][C:10]([C:11]([O:13]CC)=[O:12])=[C:4]2[N:3]=1.Cl.[F:17][C:18]1[CH:19]=[CH:20][C:21]([O:29][CH3:30])=[C:22]([C@H:24]2[CH2:28][CH2:27][CH2:26][NH:25]2)[CH:23]=1.C(N(C(C)C)CC)(C)C.[OH-].[Na+]. (3) Given the product [O:14]1[CH2:13][CH2:12][CH2:11][NH:10][C:8]1=[N:7][C:1]1[CH:6]=[CH:5][CH:4]=[CH:3][CH:2]=1, predict the reactants needed to synthesize it. The reactants are: [C:1]1([N:7]=[C:8]=S)[CH:6]=[CH:5][CH:4]=[CH:3][CH:2]=1.[NH2:10][CH2:11][CH2:12][CH2:13][OH:14]. (4) Given the product [F:17][C:7]1[CH:6]=[C:5]2[C:10]3[N:11]([CH:12]([CH3:15])[CH2:13][O:14][C:9]=3[C:8]=1[F:16])[C:23](=[O:24])[NH:22][C:3]2=[O:4], predict the reactants needed to synthesize it. The reactants are: CO[C:3]([C:5]1[CH:6]=[C:7]([F:17])[C:8]([F:16])=[C:9]2[O:14][CH2:13][CH:12]([CH3:15])[NH:11][C:10]=12)=[O:4].ClS([N:22]=[C:23]=[O:24])(=O)=O.C(N(CC)CC)C. (5) Given the product [F:19][C:13]1[CH:14]=[C:15]([F:18])[CH:16]=[CH:17][C:12]=1[CH2:11][N:25]1[CH2:24][CH2:23][N:22]([C:26]2[CH:27]=[C:28]([CH:32]=[CH:33][N:34]=2)[C:29]([O:31][CH3:2])=[O:30])[C:21]1=[O:20], predict the reactants needed to synthesize it. The reactants are: Br[CH2:2]C1C=CC(F)=CC=1.Br[CH2:11][C:12]1[CH:17]=[CH:16][C:15]([F:18])=[CH:14][C:13]=1[F:19].[O:20]=[C:21]1[NH:25][CH2:24][CH2:23][N:22]1[C:26]1[CH:27]=[C:28]([CH:32]=[CH:33][N:34]=1)[C:29]([O-:31])=[O:30].